Dataset: Forward reaction prediction with 1.9M reactions from USPTO patents (1976-2016). Task: Predict the product of the given reaction. (1) The product is: [CH3:18][C:14]1[N:13]=[C:12]([NH:11][CH:5]([C:4]2[CH:7]=[CH:8][C:9]([F:10])=[C:2]([F:1])[CH:3]=2)[C:21]2[C:20]([OH:19])=[C:29]3[C:24]([CH:25]=[CH:26][CH:27]=[N:28]3)=[CH:23][CH:22]=2)[CH:17]=[CH:16][CH:15]=1. Given the reactants [F:1][C:2]1[CH:3]=[C:4]([CH:7]=[CH:8][C:9]=1[F:10])[CH:5]=O.[NH2:11][C:12]1[CH:17]=[CH:16][CH:15]=[C:14]([CH3:18])[N:13]=1.[OH:19][C:20]1[CH:21]=[CH:22][CH:23]=[C:24]2[C:29]=1[N:28]=[CH:27][CH:26]=[CH:25]2, predict the reaction product. (2) Given the reactants [Cl:1][C:2]1[CH:8]=[C:7]([O:9][C:10]2[C:19]3[C:14](=[CH:15][C:16]([O:22][CH3:23])=[C:17]([O:20][CH3:21])[CH:18]=3)[N:13]=[CH:12][N:11]=2)[CH:6]=[CH:5][C:3]=1[NH2:4].ClC(Cl)(O[C:28](=[O:34])OC(Cl)(Cl)Cl)Cl.[F:36][C:37]1[CH:44]=[C:43]([F:45])[CH:42]=[CH:41][C:38]=1[CH2:39][NH2:40], predict the reaction product. The product is: [Cl:1][C:2]1[CH:8]=[C:7]([O:9][C:10]2[C:19]3[C:14](=[CH:15][C:16]([O:22][CH3:23])=[C:17]([O:20][CH3:21])[CH:18]=3)[N:13]=[CH:12][N:11]=2)[CH:6]=[CH:5][C:3]=1[NH:4][C:28]([NH:40][CH2:39][C:38]1[CH:41]=[CH:42][C:43]([F:45])=[CH:44][C:37]=1[F:36])=[O:34]. (3) The product is: [Cl:1][C:2]1[CH:3]=[CH:4][C:5]([NH:8][C:9]([C:11]2[CH:12]=[C:13]([CH:14]=[CH:15][C:16]=2[NH:17][C:18]([C:20]2[CH:25]=[CH:24][C:23]([C:26]#[N:27])=[CH:22][CH:21]=2)=[O:19])[O:28][CH2:36][C:37]([O:39][CH2:40][CH3:41])=[O:38])=[O:10])=[N:6][CH:7]=1. Given the reactants [Cl:1][C:2]1[CH:3]=[CH:4][C:5]([NH:8][C:9]([C:11]2[C:16]([NH:17][C:18]([C:20]3[CH:25]=[CH:24][C:23]([C:26]#[N:27])=[CH:22][CH:21]=3)=[O:19])=[CH:15][CH:14]=[C:13]([OH:28])[CH:12]=2)=[O:10])=[N:6][CH:7]=1.C([O-])([O-])=O.[Cs+].[Cs+].Br[CH2:36][C:37]([O:39][CH2:40][CH3:41])=[O:38], predict the reaction product. (4) Given the reactants [F-].C([N+](CCCC)(CCCC)CCCC)CCC.[Si]([O:26][CH2:27][CH:28]([C@@H:30]1[C@H:34]([C@@H:35]([OH:38])[CH:36]=[CH2:37])[O:33][C:32]([CH3:40])([CH3:39])[O:31]1)[OH:29])(C(C)(C)C)(C)C, predict the reaction product. The product is: [OH:29][CH:28]([C@@H:30]1[C@H:34]([C@@H:35]([OH:38])[CH:36]=[CH2:37])[O:33][C:32]([CH3:40])([CH3:39])[O:31]1)[CH2:27][OH:26]. (5) Given the reactants C(N(CC)C(C)C)(C)C.Br[CH2:11][C:12]1[CH:17]=[CH:16][CH:15]=[CH:14][C:13]=1[CH2:18][CH2:19]Br.[C:21]1([O:27][C:28]([NH:30][NH2:31])=[O:29])[CH:26]=[CH:25][CH:24]=[CH:23][CH:22]=1.O, predict the reaction product. The product is: [C:21]1([O:27][C:28](=[O:29])[NH:30][N:31]2[CH2:19][CH2:18][C:13]3[C:12](=[CH:17][CH:16]=[CH:15][CH:14]=3)[CH2:11]2)[CH:22]=[CH:23][CH:24]=[CH:25][CH:26]=1.